From a dataset of Full USPTO retrosynthesis dataset with 1.9M reactions from patents (1976-2016). Predict the reactants needed to synthesize the given product. (1) Given the product [ClH:27].[ClH:27].[NH2:7][CH2:8][CH2:9][C:10]1[N:11]([CH2:16][C:17]2[CH:22]=[CH:21][C:20]([C:23]#[N:24])=[C:19]([F:25])[CH:18]=2)[C:12]([CH3:15])=[N:13][CH:14]=1, predict the reactants needed to synthesize it. The reactants are: C(OC(=O)[NH:7][CH2:8][CH2:9][C:10]1[N:11]([CH2:16][C:17]2[CH:22]=[CH:21][C:20]([C:23]#[N:24])=[C:19]([F:25])[CH:18]=2)[C:12]([CH3:15])=[N:13][CH:14]=1)(C)(C)C.[ClH:27]. (2) Given the product [CH3:20][N:7]1[C:8](=[O:19])[C:9]2[N:10]([CH2:11][O:12][CH2:13][CH2:14][Si:15]([CH3:17])([CH3:16])[CH3:18])[C:2]([S:1][CH2:24][C:25]([NH:27][CH:28]([CH2:31][CH3:32])[CH2:29][OH:30])=[O:26])=[N:3][C:4]=2[N:5]([CH3:22])[C:6]1=[O:21], predict the reactants needed to synthesize it. The reactants are: [SH:1][C:2]1[N:10]([CH2:11][O:12][CH2:13][CH2:14][Si:15]([CH3:18])([CH3:17])[CH3:16])[C:9]2[C:8](=[O:19])[N:7]([CH3:20])[C:6](=[O:21])[N:5]([CH3:22])[C:4]=2[N:3]=1.Cl[CH2:24][C:25]([NH:27][CH:28]([CH2:31][CH3:32])[CH2:29][OH:30])=[O:26].C(=O)([O-])[O-].[K+].[K+].